From a dataset of Reaction yield outcomes from USPTO patents with 853,638 reactions. Predict the reaction yield, written as a fraction of the theoretical maximum amount of product (1.0 means a 100% yield; for example, 0.34 means a 34% yield). (1) The reactants are [CH3:1][CH:2]([CH3:18])[C:3]([NH:5][C:6]1[CH:11]=[CH:10][CH:9]=[C:8]([CH:12]2[CH2:17][CH2:16][NH:15][CH2:14][CH2:13]2)[CH:7]=1)=[O:4].Cl[CH2:20][CH2:21][CH2:22][C:23]([C:25]1[CH:30]=[CH:29][C:28]([CH3:31])=[C:27]([CH3:32])[CH:26]=1)=[O:24].C([O-])([O-])=O.[K+].[K+].[Na+].[I-]. The catalyst is CN(C=O)C. The product is [CH3:32][C:27]1[CH:26]=[C:25]([C:23](=[O:24])[CH2:22][CH2:21][CH2:20][N:15]2[CH2:16][CH2:17][CH:12]([C:8]3[CH:7]=[C:6]([NH:5][C:3](=[O:4])[CH:2]([CH3:18])[CH3:1])[CH:11]=[CH:10][CH:9]=3)[CH2:13][CH2:14]2)[CH:30]=[CH:29][C:28]=1[CH3:31]. The yield is 0.800. (2) The reactants are [CH3:1][CH:2]([N:4]1[C:12]2[C:7](=[C:8]([C:32]([NH:34][CH2:35][C:36]3[C:37](=[O:46])[NH:38][C:39]([CH3:45])=[CH:40][C:41]=3[CH2:42][CH2:43][CH3:44])=[O:33])[CH:9]=[C:10]([C:13]3[CH:14]=[CH:15][C:16]([N:19]4[CH2:24][CH2:23][N:22](C(OC(C)(C)C)=O)[CH2:21][CH2:20]4)=[N:17][CH:18]=3)[CH:11]=2)[CH:6]=[CH:5]1)[CH3:3].C(O)(C(F)(F)F)=O. The catalyst is ClCCl. The product is [CH:2]([N:4]1[C:12]2[CH:11]=[C:10]([C:13]3[CH:18]=[N:17][C:16]([N:19]4[CH2:20][CH2:21][NH:22][CH2:23][CH2:24]4)=[CH:15][CH:14]=3)[CH:9]=[C:8]([C:32]([NH:34][CH2:35][C:36]3[C:37](=[O:46])[NH:38][C:39]([CH3:45])=[CH:40][C:41]=3[CH2:42][CH2:43][CH3:44])=[O:33])[C:7]=2[CH:6]=[CH:5]1)([CH3:1])[CH3:3]. The yield is 0.840. (3) No catalyst specified. The reactants are [C:1]([C:5]1[O:9][N:8]=[C:7]([NH:10][C:11]([NH:13][C:14]2[CH:19]=[CH:18][CH:17]=[C:16]([OH:20])[CH:15]=2)=[O:12])[CH:6]=1)([CH3:4])([CH3:3])[CH3:2].Cl[C:22]1[C:31]2[C:26](=[CH:27][C:28]([O:37][CH3:38])=[C:29]([O:32][CH2:33][CH2:34][CH2:35][Cl:36])[CH:30]=2)[N:25]=[CH:24][N:23]=1. The product is [C:1]([C:5]1[O:9][N:8]=[C:7]([NH:10][C:11]([NH:13][C:14]2[CH:19]=[CH:18][CH:17]=[C:16]([O:20][C:22]3[C:31]4[C:26](=[CH:27][C:28]([O:37][CH3:38])=[C:29]([O:32][CH2:33][CH2:34][CH2:35][Cl:36])[CH:30]=4)[N:25]=[CH:24][N:23]=3)[CH:15]=2)=[O:12])[CH:6]=1)([CH3:4])([CH3:2])[CH3:3]. The yield is 0.550. (4) The yield is 0.550. The reactants are [Cl:1][C:2]1[CH:3]=[N+:4]([O-:27])[CH:5]=[C:6]([Cl:26])[C:7]=1[CH2:8][C@@H:9]([C:11]1[CH:16]=[CH:15][C:14]([O:17][CH:18]([F:20])[F:19])=[C:13]([O:21][CH2:22][CH:23]2[CH2:25][CH2:24]2)[CH:12]=1)[OH:10].[CH3:28][O:29][C:30]1[CH:38]=[C:37]2[C:33]([C:34](=[O:44])[C:35](=[O:43])[N:36]2[CH2:39][C:40](O)=[O:41])=[CH:32][CH:31]=1.C(Cl)CCl. The catalyst is CN(C1C=CN=CC=1)C.C(Cl)Cl. The product is [Cl:1][C:2]1[CH:3]=[N+:4]([O-:27])[CH:5]=[C:6]([Cl:26])[C:7]=1[CH2:8][C@@H:9]([C:11]1[CH:16]=[CH:15][C:14]([O:17][CH:18]([F:20])[F:19])=[C:13]([O:21][CH2:22][CH:23]2[CH2:25][CH2:24]2)[CH:12]=1)[O:10][C:40](=[O:41])[CH2:39][N:36]1[C:37]2[C:33](=[CH:32][CH:31]=[C:30]([O:29][CH3:28])[CH:38]=2)[C:34](=[O:44])[C:35]1=[O:43]. (5) The reactants are [C:1]([C:3]1[CH:8]=[CH:7][C:6]([CH2:9][C:10]([OH:12])=[O:11])=[CH:5][CH:4]=1)#[N:2].[CH2:13](O)[CH3:14]. The catalyst is Cl. The product is [C:1]([C:3]1[CH:4]=[CH:5][C:6]([CH2:9][C:10]([O:12][CH2:13][CH3:14])=[O:11])=[CH:7][CH:8]=1)#[N:2]. The yield is 0.890. (6) The reactants are [CH3:1][N:2]1[C:6]([CH:7]=[O:8])=[CH:5][N:4]=[CH:3]1.[CH2:9](O)[CH2:10][CH2:11][OH:12].O. The catalyst is C1(C)C=CC=CC=1.C(Cl)Cl.CC1(C)C2(CS(O)(=O)=O)C(CC1CC2)=O. The product is [O:8]1[CH2:9][CH2:10][CH2:11][O:12][CH:7]1[C:6]1[N:2]([CH3:1])[CH:3]=[N:4][CH:5]=1. The yield is 0.570. (7) The reactants are [CH:1]([C:4]1[O:8][C:7]([C@@H:9]2[NH:14][CH2:13][C@@H:12]([C:15]([O:17][CH3:18])=[O:16])[CH2:11][CH2:10]2)=[N:6][N:5]=1)([CH3:3])[CH3:2].C=O.[C:21](O)(=O)C.C(O[BH-](OC(=O)C)OC(=O)C)(=O)C.[Na+]. The catalyst is ClCCCl.C(#N)C. The product is [CH:1]([C:4]1[O:8][C:7]([C@@H:9]2[N:14]([CH3:21])[CH2:13][C@@H:12]([C:15]([O:17][CH3:18])=[O:16])[CH2:11][CH2:10]2)=[N:6][N:5]=1)([CH3:3])[CH3:2]. The yield is 0.980.